Dataset: Catalyst prediction with 721,799 reactions and 888 catalyst types from USPTO. Task: Predict which catalyst facilitates the given reaction. (1) Reactant: [Cl:1][C:2]1[CH:8]=[C:7]([Cl:9])[CH:6]=[CH:5][C:3]=1[NH2:4].F[C:11]1[CH:12]=[N:13][CH:14]=[CH:15][C:16]=1[C:17]([OH:19])=[O:18].[Li+].C[Si]([N-][Si](C)(C)C)(C)C. Product: [Cl:1][C:2]1[CH:8]=[C:7]([Cl:9])[CH:6]=[CH:5][C:3]=1[NH:4][C:15]1[CH:14]=[N:13][CH:12]=[CH:11][C:16]=1[C:17]([OH:19])=[O:18]. The catalyst class is: 1. (2) Reactant: [CH3:1][S:2]([C:5]1[CH:17]=[CH:16][CH:15]=[CH:14][C:6]=1[O:7][CH2:8][C:9]([O:11]CC)=O)(=[O:4])=[O:3].[NH2:18][CH2:19][CH:20]([OH:31])[CH2:21][N:22]1[CH2:30][C:29]2[C:24](=[CH:25][CH:26]=[CH:27][CH:28]=2)[CH2:23]1. Product: [OH:31][CH:20]([CH2:21][N:22]1[CH2:23][C:24]2[C:29](=[CH:28][CH:27]=[CH:26][CH:25]=2)[CH2:30]1)[CH2:19][NH:18][C:9](=[O:11])[CH2:8][O:7][C:6]1[CH:14]=[CH:15][CH:16]=[CH:17][C:5]=1[S:2]([CH3:1])(=[O:3])=[O:4]. The catalyst class is: 14. (3) Reactant: [OH:1][CH2:2][C:3]1[CH:17]=[CH:16][C:6]([CH2:7][N:8]2[CH:12]=[C:11]([C:13]([OH:15])=O)[CH:10]=[N:9]2)=[CH:5][CH:4]=1.[C:18]([O:22][C:23](=[O:35])[NH:24][C:25]1[CH:30]=[C:29]([CH3:31])[C:28]([CH2:32][NH2:33])=[C:27]([CH3:34])[N:26]=1)([CH3:21])([CH3:20])[CH3:19].CN(C(ON1N=NC2C=CC=NC1=2)=[N+](C)C)C.F[P-](F)(F)(F)(F)F.CCN(C(C)C)C(C)C. Product: [C:18]([O:22][C:23](=[O:35])[NH:24][C:25]1[CH:30]=[C:29]([CH3:31])[C:28]([CH2:32][NH:33][C:13]([C:11]2[CH:10]=[N:9][N:8]([CH2:7][C:6]3[CH:5]=[CH:4][C:3]([CH2:2][OH:1])=[CH:17][CH:16]=3)[CH:12]=2)=[O:15])=[C:27]([CH3:34])[N:26]=1)([CH3:21])([CH3:20])[CH3:19]. The catalyst class is: 3. (4) Reactant: [OH:1][CH2:2][C:3]1[N:8]=[C:7]([C:9]([F:12])([F:11])[F:10])[N:6]=[C:5]([O:13][C@@H:14]2[CH2:19][CH2:18][C@H:17]([N:20]3[CH2:23][C:22]([CH2:46][C:47]#[N:48])([N:24]4[CH:28]=[C:27]([C:29]5[C:30]6[CH:37]=[CH:36][N:35]([CH2:38][O:39][CH2:40][CH2:41][Si:42]([CH3:45])([CH3:44])[CH3:43])[C:31]=6[N:32]=[CH:33][N:34]=5)[CH:26]=[N:25]4)[CH2:21]3)[CH2:16][CH2:15]2)[CH:4]=1.C(N(CC)C(C)C)(C)C.[CH3:58][S:59](Cl)(=[O:61])=[O:60].CCOC(C)=O. Product: [CH3:58][S:59]([O:1][CH2:2][C:3]1[CH:4]=[C:5]([O:13][C@H:14]2[CH2:19][CH2:18][C@@H:17]([N:20]3[CH2:23][C:22]([CH2:46][C:47]#[N:48])([N:24]4[CH:28]=[C:27]([C:29]5[C:30]6[CH:37]=[CH:36][N:35]([CH2:38][O:39][CH2:40][CH2:41][Si:42]([CH3:43])([CH3:44])[CH3:45])[C:31]=6[N:32]=[CH:33][N:34]=5)[CH:26]=[N:25]4)[CH2:21]3)[CH2:16][CH2:15]2)[N:6]=[C:7]([C:9]([F:12])([F:11])[F:10])[N:8]=1)(=[O:61])=[O:60]. The catalyst class is: 2. (5) Reactant: [Br:1][C:2]1[N:3]=[CH:4][C:5]([NH2:8])=[N:6][CH:7]=1.Br.Br[CH2:11][CH:12](OC)OC. Product: [Br:1][C:2]1[N:3]=[CH:4][C:5]2[N:6]([CH:11]=[CH:12][N:8]=2)[CH:7]=1. The catalyst class is: 41. (6) Reactant: [CH3:1][O:2][C:3]1[CH:12]=[CH:11][C:10]2[C:5](=[CH:6][CH:7]=[CH:8][CH:9]=2)[C:4]=1[C:13](Cl)=[O:14].[CH3:16][O:17][CH2:18][C@@H:19]1[CH2:23][CH2:22][CH2:21][NH:20]1.C(N(CC)CC)C.Cl. Product: [CH3:16][O:17][CH2:18][C@@H:19]1[CH2:23][CH2:22][CH2:21][N:20]1[C:13]([C:4]1[C:5]2[C:10](=[CH:9][CH:8]=[CH:7][CH:6]=2)[CH:11]=[CH:12][C:3]=1[O:2][CH3:1])=[O:14]. The catalyst class is: 4. (7) Product: [C:17]([C:18]1[CH:1]=[CH:20][C:21](=[O:22])[N:14]([CH:11]2[CH2:13][CH2:12]2)[C:15]=1[S-:16])#[N:19].[Na+:10]. Reactant: [CH3:1][Si]([N-][Si](C)(C)C)(C)C.[Na+:10].[CH:11]1([N:14]=[C:15]=[S:16])[CH2:13][CH2:12]1.[C:17](#[N:19])[CH3:18].[CH3:20][CH2:21][OH:22]. The catalyst class is: 1. (8) Reactant: [O:1]1[C:6]2[CH:7]=[CH:8][CH:9]=[CH:10][C:5]=2[NH:4][CH2:3][CH2:2]1.[CH3:11][C:12]([CH3:15])([O-])C.[K+].BrC1CC1. Product: [CH:15]1([N:4]2[C:5]3[CH:10]=[CH:9][CH:8]=[CH:7][C:6]=3[O:1][CH2:2][CH2:3]2)[CH2:12][CH2:11]1. The catalyst class is: 3. (9) Reactant: [NH2:1][C:2]1[N:10]=[CH:9][C:8]([Br:11])=[CH:7][C:3]=1[C:4]([OH:6])=O.[CH:12]1([C:15]([NH:17][NH2:18])=O)[CH2:14][CH2:13]1.O.C([O-])(O)=O.[Na+]. Product: [Br:11][C:8]1[CH:7]=[C:3]([C:4]2[O:6][C:15]([CH:12]3[CH2:14][CH2:13]3)=[N:17][N:18]=2)[C:2]([NH2:1])=[N:10][CH:9]=1. The catalyst class is: 265. (10) Reactant: [C:1]([O:5][C:6]([NH:8][CH2:9][C:10]([N:12]1[CH2:21][CH2:20][C:19]2[C:14](=[CH:15][CH:16]=[CH:17][C:18]=2[I:22])[CH:13]1[CH2:23][C:24]([O:26]CC)=[O:25])=[O:11])=[O:7])([CH3:4])([CH3:3])[CH3:2].[OH-].[Na+:30]. Product: [C:1]([O:5][C:6]([NH:8][CH2:9][C:10]([N:12]1[CH2:21][CH2:20][C:19]2[C:14](=[CH:15][CH:16]=[CH:17][C:18]=2[I:22])[CH:13]1[CH2:23][C:24]([O-:26])=[O:25])=[O:11])=[O:7])([CH3:4])([CH3:2])[CH3:3].[Na+:30]. The catalyst class is: 14.